Dataset: Forward reaction prediction with 1.9M reactions from USPTO patents (1976-2016). Task: Predict the product of the given reaction. Given the reactants [NH2:1][C:2]1[CH:14]=[C:13]2[C:5]([C:6]3[CH:7]=[C:8]([Br:18])[CH:9]=[C:10]([C:15]([NH2:17])=[O:16])[C:11]=3[NH:12]2)=[CH:4][CH:3]=1.Cl[CH2:20][CH2:21][O:22][CH2:23][CH2:24]Cl.C(=O)([O-])[O-].[Na+].[Na+], predict the reaction product. The product is: [Br:18][C:8]1[CH:9]=[C:10]([C:15]([NH2:17])=[O:16])[C:11]2[NH:12][C:13]3[C:5]([C:6]=2[CH:7]=1)=[CH:4][CH:3]=[C:2]([N:1]1[CH2:24][CH2:23][O:22][CH2:21][CH2:20]1)[CH:14]=3.